From a dataset of Forward reaction prediction with 1.9M reactions from USPTO patents (1976-2016). Predict the product of the given reaction. (1) Given the reactants O.NN.[S:4]1[CH:8]=[CH:7][C:6]2[C:9](=O)[C:10]3[C:22]([C:5]1=2)=[CH:21][C:13]1[C:14](=O)[C:15]2[CH:19]=[CH:18][S:17][C:16]=2[C:12]=1[CH:11]=3.[OH-].[K+].N.O, predict the reaction product. The product is: [S:4]1[CH:8]=[CH:7][C:6]2[CH2:9][C:10]3[C:22]([C:5]1=2)=[CH:21][C:13]1[CH2:14][C:15]2[CH:19]=[CH:18][S:17][C:16]=2[C:12]=1[CH:11]=3. (2) Given the reactants [CH3:1][C:2]1[CH:3]=[C:4]([CH:8]=[CH:9][C:10]=1[C:11]([N:13]1[CH2:17][CH2:16][CH2:15][CH2:14]1)=[O:12])[C:5]([OH:7])=O.CN(C(ON1N=NC2C=CC=CC1=2)=[N+](C)C)C.[B-](F)(F)(F)F.C(N(C(C)C)CC)(C)C.[Cl:49][C:50]1[CH:65]=[CH:64][C:53]2[NH:54][C:55]([CH:57]([NH2:63])[C:58]([O:61][CH3:62])([CH3:60])[CH3:59])=[N:56][C:52]=2[CH:51]=1.ClCl, predict the reaction product. The product is: [Cl:49][C:50]1[CH:65]=[CH:64][C:53]2[NH:54][C:55]([CH:57]([NH:63][C:5](=[O:7])[C:4]3[CH:8]=[CH:9][C:10]([C:11]([N:13]4[CH2:17][CH2:16][CH2:15][CH2:14]4)=[O:12])=[C:2]([CH3:1])[CH:3]=3)[C:58]([O:61][CH3:62])([CH3:60])[CH3:59])=[N:56][C:52]=2[CH:51]=1. (3) Given the reactants Cl[C:2]1[N:7]=[CH:6][N:5]=[C:4]([NH:8][C:9]2[CH:14]=[CH:13][CH:12]=[C:11]([CH2:15][S:16]([CH3:19])(=[O:18])=[O:17])[CH:10]=2)[N:3]=1.[Cl:20][C:21]1[CH:22]=[C:23]([CH:35]=[CH:36][CH:37]=1)[CH2:24][O:25][C:26]1[CH:31]=[CH:30][CH:29]=[CH:28][C:27]=1B(O)O, predict the reaction product. The product is: [Cl:20][C:21]1[CH:22]=[C:23]([CH:35]=[CH:36][CH:37]=1)[CH2:24][O:25][C:26]1[CH:31]=[CH:30][CH:29]=[CH:28][C:27]=1[C:2]1[N:7]=[CH:6][N:5]=[C:4]([NH:8][C:9]2[CH:14]=[CH:13][CH:12]=[C:11]([CH2:15][S:16]([CH3:19])(=[O:18])=[O:17])[CH:10]=2)[N:3]=1. (4) The product is: [CH3:1][O:2][NH:3][CH:4]([C@@H:6]1[CH2:8][C@H:7]1[C:9]1[C:13]([Cl:14])=[C:12]([Cl:15])[S:11][C:10]=1[Cl:16])[CH3:5]. Given the reactants [CH3:1][O:2][N:3]=[C:4]([C@@H:6]1[CH2:8][C@H:7]1[C:9]1[C:13]([Cl:14])=[C:12]([Cl:15])[S:11][C:10]=1[Cl:16])[CH3:5].C([BH3-])#N.[Na+], predict the reaction product. (5) Given the reactants [F:1][C:2]1[CH:11]=[CH:10][C:5]([C:6]([O:8]C)=O)=[CH:4][C:3]=1[NH:12][C:13]([O:15][CH2:16][CH:17]=[CH2:18])=[O:14].[Li+].C[Si]([N-][Si](C)(C)C)(C)C.[Cl:29][C:30]1[N:35]=[C:34]([CH3:36])[CH:33]=[CH:32][N:31]=1, predict the reaction product. The product is: [Cl:29][C:30]1[N:35]=[C:34]([CH2:36][C:6]([C:5]2[CH:10]=[CH:11][C:2]([F:1])=[C:3]([NH:12][C:13](=[O:14])[O:15][CH2:16][CH:17]=[CH2:18])[CH:4]=2)=[O:8])[CH:33]=[CH:32][N:31]=1.